Task: Predict the reactants needed to synthesize the given product.. Dataset: Full USPTO retrosynthesis dataset with 1.9M reactions from patents (1976-2016) (1) Given the product [F:8][C:4]1[CH:5]=[CH:6][CH:7]=[C:2]([F:1])[C:3]=1[N:9]1[C:17]2[CH:16]=[CH:15][NH:14][C:13](=[O:18])[C:12]=2[C:11]([C:20]2[CH:25]=[CH:24][C:23]([S:26]([NH2:29])(=[O:28])=[O:27])=[CH:22][CH:21]=2)=[N:10]1, predict the reactants needed to synthesize it. The reactants are: [F:1][C:2]1[CH:7]=[CH:6][CH:5]=[C:4]([F:8])[C:3]=1[N:9]1[C:17]2[CH:16]=[CH:15][N:14]=[C:13]([O:18]C)[C:12]=2[C:11]([C:20]2[CH:25]=[CH:24][C:23]([S:26]([NH2:29])(=[O:28])=[O:27])=[CH:22][CH:21]=2)=[N:10]1.[I-].[Na+].Cl[Si](C)(C)C.C(=O)([O-])O.[Na+]. (2) Given the product [I:1][C:2]1[CH:3]=[CH:4][C:5]([CH3:9])=[C:6]([NH:8][C:11]2[CH:16]=[CH:15][N:14]=[CH:13][CH:12]=2)[CH:7]=1, predict the reactants needed to synthesize it. The reactants are: [I:1][C:2]1[CH:3]=[CH:4][C:5]([CH3:9])=[C:6]([NH2:8])[CH:7]=1.Cl[C:11]1[CH:16]=[CH:15][N:14]=[CH:13][CH:12]=1. (3) Given the product [CH3:20][C:18]1[NH:17][N:16]=[C:15]([NH:14][C:4]2[N:3]=[C:2]([C:23]3[CH:22]=[N:21][CH:26]=[CH:25][CH:24]=3)[C:11]3[C:6]([CH:5]=2)=[C:7]([O:12][CH3:13])[CH:8]=[CH:9][CH:10]=3)[CH:19]=1, predict the reactants needed to synthesize it. The reactants are: Cl[C:2]1[C:11]2[C:6](=[C:7]([O:12][CH3:13])[CH:8]=[CH:9][CH:10]=2)[CH:5]=[C:4]([NH:14][C:15]2[CH:19]=[C:18]([CH3:20])[NH:17][N:16]=2)[N:3]=1.[N:21]1[CH:26]=[CH:25][CH:24]=[C:23](B(O)O)[CH:22]=1. (4) Given the product [ClH:23].[N+:20]([C:17]1[CH:16]=[CH:15][C:14]([N:11]2[CH2:10][CH2:9][CH:8]([N:5]3[CH2:6][CH2:7][NH:2][CH2:3][CH2:4]3)[CH2:13][CH2:12]2)=[CH:19][CH:18]=1)([O-:22])=[O:21], predict the reactants needed to synthesize it. The reactants are: C[N:2]1[CH2:7][CH2:6][N:5]([CH:8]2[CH2:13][CH2:12][N:11]([C:14]3[CH:19]=[CH:18][C:17]([N+:20]([O-:22])=[O:21])=[CH:16][CH:15]=3)[CH2:10][CH2:9]2)[CH2:4][CH2:3]1.[Cl:23]C(OC(Cl)C)=O. (5) The reactants are: [CH:1]1([NH:4][C:5](=[O:30])[C:6]2[CH:11]=[CH:10][C:9]([CH3:12])=[C:8]([C:13]3[CH:14]=[C:15]4[C:20](=[CH:21][CH:22]=3)[C:19](=[O:23])[N:18]([CH2:24][CH:25]3[CH2:27][CH2:26]3)[CH:17]=[C:16]4[CH:28]=O)[CH:7]=2)[CH2:3][CH2:2]1.[NH:31]1[CH2:36][CH2:35][CH:34]([NH:37]C(=O)OC(C)(C)C)[CH2:33][CH2:32]1. Given the product [NH2:37][CH:34]1[CH2:35][CH2:36][N:31]([CH2:28][C:16]2[C:15]3[C:20](=[CH:21][CH:22]=[C:13]([C:8]4[CH:7]=[C:6]([CH:11]=[CH:10][C:9]=4[CH3:12])[C:5]([NH:4][CH:1]4[CH2:2][CH2:3]4)=[O:30])[CH:14]=3)[C:19](=[O:23])[N:18]([CH2:24][CH:25]3[CH2:27][CH2:26]3)[CH:17]=2)[CH2:32][CH2:33]1, predict the reactants needed to synthesize it. (6) Given the product [Cl:19][C:20]1[CH:21]=[C:22]([C:2]2[C:10]3[N:9]4[CH2:11][CH2:12][CH2:13][NH:14][C:15](=[O:16])[C:8]4=[CH:7][C:6]=3[CH:5]=[C:4]([C:17]#[N:18])[CH:3]=2)[CH:23]=[C:24]([Cl:26])[CH:25]=1, predict the reactants needed to synthesize it. The reactants are: Br[C:2]1[C:10]2[N:9]3[CH2:11][CH2:12][CH2:13][NH:14][C:15](=[O:16])[C:8]3=[CH:7][C:6]=2[CH:5]=[C:4]([C:17]#[N:18])[CH:3]=1.[Cl:19][C:20]1[CH:21]=[C:22](B(O)O)[CH:23]=[C:24]([Cl:26])[CH:25]=1. (7) Given the product [CH2:1]([N:3]1[CH:4]2[CH2:10][CH2:9][CH:8]1[CH2:7][CH:6]([C:11]1[N:16]3[N:17]=[C:18]([C:27]4[CH:28]=[CH:29][N:30]=[CH:31][CH:32]=4)[C:19]([C:20]4[CH:26]=[CH:25][C:23]([NH:24][C:38]([NH2:35])=[O:43])=[CH:22][CH:21]=4)=[C:15]3[N:14]=[CH:13][CH:12]=1)[CH2:5]2)[CH3:2], predict the reactants needed to synthesize it. The reactants are: [CH2:1]([N:3]1[CH:8]2[CH2:9][CH2:10][CH:4]1[CH2:5][CH:6]([C:11]1[N:16]3[N:17]=[C:18]([C:27]4[CH:32]=[CH:31][N:30]=[CH:29][CH:28]=4)[C:19]([C:20]4[CH:26]=[CH:25][C:23]([NH2:24])=[CH:22][CH:21]=4)=[C:15]3[N:14]=[CH:13][CH:12]=1)[CH2:7]2)[CH3:2].C([N:35]([CH2:38]C)CC)C.ClC(Cl)([O:43]C(=O)OC(Cl)(Cl)Cl)Cl.N. (8) Given the product [CH:1]1([O:6][C:7](=[O:33])[C@@H:8]([NH:16][CH2:17][C:18]2[CH:19]=[CH:20][C:21]([CH2:24][NH2:25])=[CH:22][CH:23]=2)[CH2:9][C:10]2[CH:15]=[CH:14][CH:13]=[CH:12][CH:11]=2)[CH2:2][CH2:3][CH2:4][CH2:5]1, predict the reactants needed to synthesize it. The reactants are: [CH:1]1([O:6][C:7](=[O:33])[C@@H:8]([NH:16][CH2:17][C:18]2[CH:23]=[CH:22][C:21]([CH2:24][NH:25]C(OC(C)(C)C)=O)=[CH:20][CH:19]=2)[CH2:9][C:10]2[CH:15]=[CH:14][CH:13]=[CH:12][CH:11]=2)[CH2:5][CH2:4][CH2:3][CH2:2]1.Cl.O1CCOCC1.